Dataset: Catalyst prediction with 721,799 reactions and 888 catalyst types from USPTO. Task: Predict which catalyst facilitates the given reaction. (1) Reactant: Cl.[N:2]1([C:7]2[CH:8]=[C:9]([CH:13]=[CH:14][N:15]=2)[C:10](Cl)=[O:11])[CH:6]=[CH:5][N:4]=[CH:3]1.[K+].[C:17]([O:23][C:24]([CH3:27])([CH3:26])[CH3:25])(=[O:22])[CH2:18]C([O-])=O.CCN(CC)CC.[Mg+2].[Cl-].[Cl-]. Product: [C:24]([O:23][C:17](=[O:22])[CH2:18][C:10]([C:9]1[CH:13]=[CH:14][N:15]=[C:7]([N:2]2[CH:6]=[CH:5][N:4]=[CH:3]2)[CH:8]=1)=[O:11])([CH3:27])([CH3:26])[CH3:25]. The catalyst class is: 23. (2) Reactant: [NH2:1][C:2]1[CH:3]=[C:4]([CH:10]=[CH:11][C:12]=1[F:13])[C:5]([O:7][CH2:8][CH3:9])=[O:6].N1C=CC=CC=1.[F:20][C:21]1[CH:26]=[CH:25][CH:24]=[C:23]([F:27])[C:22]=1[S:28](Cl)(=[O:30])=[O:29]. Product: [F:20][C:21]1[CH:26]=[CH:25][CH:24]=[C:23]([F:27])[C:22]=1[S:28]([NH:1][C:2]1[CH:3]=[C:4]([CH:10]=[CH:11][C:12]=1[F:13])[C:5]([O:7][CH2:8][CH3:9])=[O:6])(=[O:30])=[O:29]. The catalyst class is: 2. (3) Reactant: [CH3:1][O:2][C:3](=[O:32])[CH2:4][CH2:5][CH:6]1[C:12]2[CH:13]=[CH:14][C:15]([O:17]CC3C=CC=CC=3)=[CH:16][C:11]=2[CH2:10][CH2:9][CH2:8][N:7]1[C:25]([O:27][C:28]([CH3:31])([CH3:30])[CH3:29])=[O:26]. Product: [OH:17][C:15]1[CH:14]=[CH:13][C:12]2[CH:6]([CH2:5][CH2:4][C:3]([O:2][CH3:1])=[O:32])[N:7]([C:25]([O:27][C:28]([CH3:30])([CH3:29])[CH3:31])=[O:26])[CH2:8][CH2:9][CH2:10][C:11]=2[CH:16]=1. The catalyst class is: 5. (4) Reactant: C([O-])=O.[NH4+].O1CCCC1.C([N:13]1[C:21](=[O:22])[C:20]2[C:15](=[N:16][C:17]([S:23][CH3:24])=[N:18][CH:19]=2)[N:14]1[C:25]1[N:30]=[C:29]([N:31]2[CH:36]=[CH:35][CH:34]=[CH:33][C:32]2=[O:37])[CH:28]=[CH:27][CH:26]=1)C=C. Product: [CH3:24][S:23][C:17]1[N:16]=[C:15]2[N:14]([C:25]3[N:30]=[C:29]([N:31]4[CH:36]=[CH:35][CH:34]=[CH:33][C:32]4=[O:37])[CH:28]=[CH:27][CH:26]=3)[NH:13][C:21](=[O:22])[C:20]2=[CH:19][N:18]=1. The catalyst class is: 22. (5) Reactant: [CH3:1][C:2]1([CH3:14])[CH2:13][CH2:12][C:5]2=[C:6]([C:9]([OH:11])=[O:10])[S:7][CH:8]=[C:4]2[CH2:3]1.[CH2:15](I)[CH2:16][CH3:17]. Product: [CH3:1][C:2]1([CH3:14])[CH2:13][CH2:12][C:5]2=[C:6]([C:9]([OH:11])=[O:10])[S:7][C:8]([CH2:15][CH2:16][CH3:17])=[C:4]2[CH2:3]1. The catalyst class is: 1. (6) Reactant: [CH3:1][N:2]([C:9]1[CH:14]=[CH:13][C:12]([C:15]([OH:24])([C:20]([F:23])([F:22])[F:21])[C:16]([F:19])([F:18])[F:17])=[CH:11][CH:10]=1)[CH2:3][C:4](OCC)=[O:5].[H-].[Al+3].[Li+].[H-].[H-].[H-]. Product: [F:17][C:16]([F:18])([F:19])[C:15]([C:12]1[CH:13]=[CH:14][C:9]([N:2]([CH2:3][CH2:4][OH:5])[CH3:1])=[CH:10][CH:11]=1)([OH:24])[C:20]([F:21])([F:23])[F:22]. The catalyst class is: 1.